Dataset: Full USPTO retrosynthesis dataset with 1.9M reactions from patents (1976-2016). Task: Predict the reactants needed to synthesize the given product. Given the product [CH3:24][C:25]([OH:28])([CH3:27])[CH2:26][O:19][C:15]1[CH:14]=[C:13]2[C:18]([C:9]([O:8][C:7]3[CH:20]=[CH:21][C:4]([N+:1]([O-:3])=[O:2])=[CH:5][CH:6]=3)=[CH:10][CH:11]=[N:12]2)=[CH:17][CH:16]=1, predict the reactants needed to synthesize it. The reactants are: [N+:1]([C:4]1[CH:21]=[CH:20][C:7]([O:8][C:9]2[C:18]3[C:13](=[CH:14][C:15]([OH:19])=[CH:16][CH:17]=3)[N:12]=[CH:11][CH:10]=2)=[CH:6][CH:5]=1)([O-:3])=[O:2].[OH-].[Na+].[CH3:24][C:25]1([O:28][CH2:27]1)[CH3:26].